Dataset: hERG Central: cardiac toxicity at 1µM, 10µM, and general inhibition. Task: Predict hERG channel inhibition at various concentrations. The drug is O=C(CN1CCN(S(=O)(=O)c2ccc(Cl)cc2)CC1)c1ccc(O)c(O)c1. Results: hERG_inhib (hERG inhibition (general)): blocker.